This data is from Forward reaction prediction with 1.9M reactions from USPTO patents (1976-2016). The task is: Predict the product of the given reaction. (1) Given the reactants [CH3:1][P:2](=[O:7])([O:5][CH3:6])[O:3][CH3:4].[Li]CCCC.[F:13][C:14]1([C:20](OCC)=[O:21])[CH2:19][CH2:18][CH2:17][CH2:16][CH2:15]1, predict the reaction product. The product is: [F:13][C:14]1([C:20](=[O:21])[CH2:1][P:2](=[O:7])([O:5][CH3:6])[O:3][CH3:4])[CH2:19][CH2:18][CH2:17][CH2:16][CH2:15]1. (2) Given the reactants [CH2:1]([O:3][C:4]([C:6]1[C:7]([OH:27])=[C:8]2[C:15]([Br:16])=[C:14]([Br:17])[N:13]([CH2:18][C:19]3[CH:24]=[CH:23][C:22]([O:25][CH3:26])=[CH:21][CH:20]=3)[C:9]2=[C:10](Br)[N:11]=1)=[O:5])[CH3:2].[C:28]([Cu])#[N:29], predict the reaction product. The product is: [CH2:1]([O:3][C:4]([C:6]1[C:7]([OH:27])=[C:8]2[C:15]([Br:16])=[C:14]([Br:17])[N:13]([CH2:18][C:19]3[CH:24]=[CH:23][C:22]([O:25][CH3:26])=[CH:21][CH:20]=3)[C:9]2=[C:10]([C:28]#[N:29])[N:11]=1)=[O:5])[CH3:2]. (3) Given the reactants Cl.[NH:2]1[CH2:5][CH:4]([C:6]([O:8]CC)=[O:7])[CH2:3]1.Br[C:12]1[CH2:39][C:15]2([CH2:18][N:17]([CH2:19][C:20]3[CH:25]=[C:24]([O:26][CH2:27][CH3:28])[C:23]([C:29]4[CH:34]=[CH:33][C:32]([F:35])=[CH:31][CH:30]=4)=[C:22]([O:36][CH2:37][CH3:38])[CH:21]=3)[CH2:16]2)[O:14][N:13]=1, predict the reaction product. The product is: [CH2:27]([O:26][C:24]1[CH:25]=[C:20]([CH2:19][N:17]2[CH2:16][C:15]3([CH2:39][C:12]([N:2]4[CH2:3][CH:4]([C:6]([OH:8])=[O:7])[CH2:5]4)=[N:13][O:14]3)[CH2:18]2)[CH:21]=[C:22]([O:36][CH2:37][CH3:38])[C:23]=1[C:29]1[CH:34]=[CH:33][C:32]([F:35])=[CH:31][CH:30]=1)[CH3:28]. (4) Given the reactants [CH3:1][CH2:2][CH2:3][CH2:4][CH2:5]/[CH:6]=[CH:7]\[CH2:8]/[CH:9]=[CH:10]\[CH:11]=[CH:12]\[CH:13]=[CH:14]\[C@@H:15]1[O:17][C@H:16]1[CH2:18][CH2:19][CH2:20][C:21]([OH:23])=[O:22].CS(C)=[O:26], predict the reaction product. The product is: [CH3:1][CH2:2][CH2:3][CH2:4][CH2:5]/[CH:6]=[CH:7]\[CH2:8][C@@H:9]([OH:26])/[CH:10]=[CH:11]/[CH:12]=[CH:13]/[CH:14]=[CH:15]\[C@@H:16]([OH:17])[CH2:18][CH2:19][CH2:20][C:21]([OH:23])=[O:22]. (5) Given the reactants [CH2:1]([CH:7]([CH2:37][CH2:38][CH2:39][CH2:40][CH2:41][CH2:42][CH2:43][CH3:44])[CH2:8][CH2:9][C:10]1[CH:15]=[C:14]([O:16]C)[C:13]([CH2:18][CH2:19][CH:20]([CH2:29][CH2:30][CH2:31][CH2:32][CH2:33][CH3:34])[CH2:21][CH2:22][CH2:23][CH2:24][CH2:25][CH2:26][CH2:27][CH3:28])=[CH:12][C:11]=1[O:35]C)[CH2:2][CH2:3][CH2:4][CH2:5][CH3:6].B(Br)(Br)Br.CO.Cl, predict the reaction product. The product is: [CH2:29]([CH:20]([CH2:21][CH2:22][CH2:23][CH2:24][CH2:25][CH2:26][CH2:27][CH3:28])[CH2:19][CH2:18][C:13]1[CH:12]=[C:11]([OH:35])[C:10]([CH2:9][CH2:8][CH:7]([CH2:1][CH2:2][CH2:3][CH2:4][CH2:5][CH3:6])[CH2:37][CH2:38][CH2:39][CH2:40][CH2:41][CH2:42][CH2:43][CH3:44])=[CH:15][C:14]=1[OH:16])[CH2:30][CH2:31][CH2:32][CH2:33][CH3:34]. (6) The product is: [Br:31][C:7]1[C:8]2[C:13](=[CH:12][C:11]([S:14]([Cl:17])(=[O:15])=[O:16])=[CH:10][CH:9]=2)[N:5]([Si:4]([CH:1]([CH3:3])[CH3:2])([CH:18]([CH3:20])[CH3:19])[CH:21]([CH3:23])[CH3:22])[CH:6]=1. Given the reactants [CH:1]([Si:4]([CH:21]([CH3:23])[CH3:22])([CH:18]([CH3:20])[CH3:19])[N:5]1[C:13]2[C:8](=[CH:9][CH:10]=[C:11]([S:14]([Cl:17])(=[O:16])=[O:15])[CH:12]=2)[CH:7]=[CH:6]1)([CH3:3])[CH3:2].C1C(=O)N([Br:31])C(=O)C1, predict the reaction product. (7) The product is: [CH3:1][C:2]1[CH:7]=[CH:6][C:5]([C:8]2[CH2:13][CH2:12][CH2:11][CH2:10][C:9]=2[C:14]([NH:17][C:18]2[CH:51]=[CH:50][C:21]([O:22][CH2:23][CH2:24][N:25]3[C:29]([NH:30][C:31]([C:44]4[CH:49]=[CH:48][CH:47]=[CH:46][CH:45]=4)([C:38]4[CH:39]=[CH:40][CH:41]=[CH:42][CH:43]=4)[C:32]4[CH:37]=[CH:36][CH:35]=[CH:34][CH:33]=4)=[CH:28][CH:27]=[N:26]3)=[CH:20][CH:19]=2)=[O:15])=[CH:4][CH:3]=1. Given the reactants [CH3:1][C:2]1[CH:7]=[CH:6][C:5]([C:8]2[CH2:13][CH2:12][CH2:11][CH2:10][C:9]=2[C:14](O)=[O:15])=[CH:4][CH:3]=1.[NH2:17][C:18]1[CH:51]=[CH:50][C:21]([O:22][CH2:23][CH2:24][N:25]2[C:29]([NH:30][C:31]([C:44]3[CH:49]=[CH:48][CH:47]=[CH:46][CH:45]=3)([C:38]3[CH:43]=[CH:42][CH:41]=[CH:40][CH:39]=3)[C:32]3[CH:37]=[CH:36][CH:35]=[CH:34][CH:33]=3)=[CH:28][CH:27]=[N:26]2)=[CH:20][CH:19]=1.O.ON1C2C=CC=CC=2N=N1.Cl.CN(C)CCCN=C=NCC, predict the reaction product. (8) Given the reactants Cl.[Cl:2][CH2:3][CH2:4][NH:5][CH2:6][CH2:7][Cl:8].C([O-])([O-])=O.[K+].[K+].[CH2:15](Br)[C:16]1[CH:21]=[CH:20][CH:19]=[CH:18][CH:17]=1, predict the reaction product. The product is: [CH2:15]([N:5]([CH2:6][CH2:7][Cl:8])[CH2:4][CH2:3][Cl:2])[C:16]1[CH:21]=[CH:20][CH:19]=[CH:18][CH:17]=1. (9) Given the reactants [C:1]([O:5][C:6](=[O:18])[NH:7][C:8]([C:14](=[NH:17])[NH:15][OH:16])([CH3:13])[CH2:9][CH:10]1[CH2:12][CH2:11]1)([CH3:4])([CH3:3])[CH3:2].[C:19](OC(=O)C)(=O)[CH3:20], predict the reaction product. The product is: [C:1]([O:5][C:6](=[O:18])[NH:7][C:8]([CH3:13])([C:14]1[N:17]=[C:19]([CH3:20])[O:16][N:15]=1)[CH2:9][CH:10]1[CH2:12][CH2:11]1)([CH3:2])([CH3:3])[CH3:4]. (10) Given the reactants [C:1]([C:4]1[CH:9]=[CH:8][C:7]([NH:10][C:11]([C:13]2[N:14]([CH2:20][O:21][CH2:22][CH2:23][Si:24]([CH3:27])([CH3:26])[CH3:25])[CH:15]=[C:16]([C:18]#[N:19])[N:17]=2)=[O:12])=[C:6]([C:28]2[CH2:33][CH2:32][CH2:31][CH2:30][CH:29]=2)[CH:5]=1)(=[O:3])[CH3:2].[CH:34](O)([OH:36])[CH3:35].C1(C)C=CC(S(O)(=O)=O)=CC=1, predict the reaction product. The product is: [C:28]1([C:6]2[CH:5]=[C:4]([C:1]3([CH3:2])[O:36][CH2:34][CH2:35][O:3]3)[CH:9]=[CH:8][C:7]=2[NH:10][C:11]([C:13]2[N:14]([CH2:20][O:21][CH2:22][CH2:23][Si:24]([CH3:26])([CH3:27])[CH3:25])[CH:15]=[C:16]([C:18]#[N:19])[N:17]=2)=[O:12])[CH2:33][CH2:32][CH2:31][CH2:30][CH:29]=1.